From a dataset of Forward reaction prediction with 1.9M reactions from USPTO patents (1976-2016). Predict the product of the given reaction. Given the reactants [OH:1][CH:2]([C:17]1[CH:22]=[CH:21][CH:20]=[CH:19][CH:18]=1)[CH2:3][NH:4][S:5]([C:8]1[CH:13]=[CH:12][C:11]([N+:14]([O-:16])=[O:15])=[CH:10][CH:9]=1)(=[O:7])=[O:6].[H-].[Na+].[Cl:25][C:26]([CH2:28]Cl)=[CH2:27], predict the reaction product. The product is: [Cl:25][C:26](=[CH2:27])[CH2:28][N:4]([CH2:3][CH:2]([OH:1])[C:17]1[CH:18]=[CH:19][CH:20]=[CH:21][CH:22]=1)[S:5]([C:8]1[CH:9]=[CH:10][C:11]([N+:14]([O-:16])=[O:15])=[CH:12][CH:13]=1)(=[O:7])=[O:6].